From a dataset of Full USPTO retrosynthesis dataset with 1.9M reactions from patents (1976-2016). Predict the reactants needed to synthesize the given product. (1) Given the product [CH3:35][P:32]([C:27]1[N:28]=[C:29]([O:30][CH3:31])[C:24]([C:16]2[N:17]=[C:18]([NH:1][CH2:2][CH2:3][C:4]3[C:12]4[C:7](=[CH:8][CH:9]=[CH:10][CH:11]=4)[NH:6][CH:5]=3)[C:19]([C:20]([F:22])([F:23])[F:21])=[CH:14][N:15]=2)=[N:25][CH:26]=1)([CH3:34])=[O:33], predict the reactants needed to synthesize it. The reactants are: [NH2:1][CH2:2][CH2:3][C:4]1[C:12]2[C:7](=[CH:8][CH:9]=[CH:10][CH:11]=2)[NH:6][CH:5]=1.Cl[C:14]1[C:19]([C:20]([F:23])([F:22])[F:21])=[CH:18][N:17]=[C:16]([C:24]2[C:29]([O:30][CH3:31])=[N:28][C:27]([P:32]([CH3:35])([CH3:34])=[O:33])=[CH:26][N:25]=2)[N:15]=1. (2) Given the product [C:20]([N:5]1[C:6]2[C:11](=[CH:10][CH:9]=[CH:8][CH:7]=2)[C:12]([C:13]([O:15][C:16]([CH3:19])([CH3:18])[CH3:17])=[O:14])=[C:4]1[CH3:3])(=[O:27])[C:21]1[CH:26]=[CH:25][CH:24]=[CH:23][CH:22]=1, predict the reactants needed to synthesize it. The reactants are: [H-].[Na+].[CH3:3][C:4]1[NH:5][C:6]2[C:11]([C:12]=1[C:13]([O:15][C:16]([CH3:19])([CH3:18])[CH3:17])=[O:14])=[CH:10][CH:9]=[CH:8][CH:7]=2.[C:20](Cl)(=[O:27])[C:21]1[CH:26]=[CH:25][CH:24]=[CH:23][CH:22]=1. (3) Given the product [F:39][C:38]([F:41])([F:40])[S:35]([O:13][C:14]1[CH2:19][CH2:18][CH2:17][N:16]([C:20]([O:22][C:23]([CH3:26])([CH3:25])[CH3:24])=[O:21])[CH:15]=1)(=[O:37])=[O:36], predict the reactants needed to synthesize it. The reactants are: C(NC(C)C)(C)C.C([Li])CCC.[O:13]=[C:14]1[CH2:19][CH2:18][CH2:17][N:16]([C:20]([O:22][C:23]([CH3:26])([CH3:25])[CH3:24])=[O:21])[CH2:15]1.ClC1C=CN=C(N([S:35]([C:38]([F:41])([F:40])[F:39])(=[O:37])=[O:36])[S:35]([C:38]([F:41])([F:40])[F:39])(=[O:37])=[O:36])C=1. (4) Given the product [CH3:48][C@@H:49]1[CH2:54][N:53]([C:8]([C:6]2[C:5]([C:11]3[N:16]=[CH:15][CH:14]=[CH:13][N:12]=3)=[CH:4][CH:3]=[C:2]([CH3:1])[N:7]=2)=[O:10])[C@H:52]([CH2:55][NH:56][C:57]2[CH:62]=[CH:61][C:60]([C:63]([F:66])([F:64])[F:65])=[CH:59][N:58]=2)[CH2:51][CH2:50]1, predict the reactants needed to synthesize it. The reactants are: [CH3:1][C:2]1[N:7]=[C:6]([C:8]([OH:10])=O)[C:5]([C:11]2[N:16]=[CH:15][CH:14]=[CH:13][N:12]=2)=[CH:4][CH:3]=1.CCN(C(C)C)C(C)C.CN(C(ON1N=NC2C=CC=CC1=2)=[N+](C)C)C.[B-](F)(F)(F)F.[CH3:48][C@@H:49]1[CH2:54][NH:53][C@H:52]([CH2:55][NH:56][C:57]2[CH:62]=[CH:61][C:60]([C:63]([F:66])([F:65])[F:64])=[CH:59][N:58]=2)[CH2:51][CH2:50]1. (5) Given the product [C:21]([C:23]1[CH:30]=[CH:29][C:26]([CH2:27][N:20]=[C:7]([C:14]2[CH:15]=[CH:16][CH:17]=[CH:18][CH:19]=2)[C:8]2[CH:13]=[CH:12][CH:11]=[CH:10][CH:9]=2)=[CH:25][CH:24]=1)#[N:22], predict the reactants needed to synthesize it. The reactants are: C([O-])([O-])=O.[K+].[K+].[C:7](=[NH:20])([C:14]1[CH:19]=[CH:18][CH:17]=[CH:16][CH:15]=1)[C:8]1[CH:13]=[CH:12][CH:11]=[CH:10][CH:9]=1.[C:21]([C:23]1[CH:30]=[CH:29][C:26]([CH2:27]Br)=[CH:25][CH:24]=1)#[N:22]. (6) The reactants are: [CH:1]12[CH2:14][CH:9]([CH:10](O)[CH:11]1O)[CH2:8][C:7]1[C:2]2=[N:3][CH:4]=[CH:5][CH:6]=1.I([O-])(=O)(=O)=O.[Na+].[CH2:21]([NH2:28])[C:22]1[CH:27]=[CH:26][CH:25]=[CH:24][CH:23]=1.C(O[BH-](OC(=O)C)OC(=O)C)(=O)C.[Na+].C(=O)([O-])O.[Na+]. Given the product [C:22]1([CH2:21][N:28]2[CH2:11][CH:1]3[CH2:14][CH:9]([CH2:8][C:7]4[C:2]3=[N:3][CH:4]=[CH:5][CH:6]=4)[CH2:10]2)[CH:27]=[CH:26][CH:25]=[CH:24][CH:23]=1, predict the reactants needed to synthesize it. (7) Given the product [CH2:19]([O:26][CH2:27][C:28]1([C:38]2[CH:39]=[C:40]([C:42]3[CH:43]=[CH:44][C:45]([CH3:48])=[CH:46][CH:47]=3)[N:10]([C:7]3[CH:8]=[CH:9][C:4]([O:3][CH3:2])=[CH:5][CH:6]=3)[N:11]=2)[CH2:29][CH2:30][C:31]2([O:32][CH2:33][CH2:34][O:35]2)[CH2:36][CH2:37]1)[C:20]1[CH:21]=[CH:22][CH:23]=[CH:24][CH:25]=1, predict the reactants needed to synthesize it. The reactants are: Cl.[CH3:2][O:3][C:4]1[CH:9]=[CH:8][C:7]([NH:10][NH2:11])=[CH:6][CH:5]=1.C(N(CC)CC)C.[CH2:19]([O:26][CH2:27][C:28]1([C:38]#[C:39][C:40]([C:42]2[CH:47]=[CH:46][C:45]([CH3:48])=[CH:44][CH:43]=2)=O)[CH2:37][CH2:36][C:31]2([O:35][CH2:34][CH2:33][O:32]2)[CH2:30][CH2:29]1)[C:20]1[CH:25]=[CH:24][CH:23]=[CH:22][CH:21]=1. (8) The reactants are: [CH2:1]([O:8][C:9]1[C:14]([N+:15]([O-:17])=[O:16])=[C:13](Cl)[CH:12]=[CH:11][N:10]=1)[C:2]1[CH:7]=[CH:6][CH:5]=[CH:4][CH:3]=1.[Cl:19][C:20]1[CH:25]=[C:24]([O:26][CH3:27])[C:23]([F:28])=[CH:22][C:21]=1B(O)O. Given the product [CH2:1]([O:8][C:9]1[C:14]([N+:15]([O-:17])=[O:16])=[C:13]([C:21]2[CH:22]=[C:23]([F:28])[C:24]([O:26][CH3:27])=[CH:25][C:20]=2[Cl:19])[CH:12]=[CH:11][N:10]=1)[C:2]1[CH:7]=[CH:6][CH:5]=[CH:4][CH:3]=1, predict the reactants needed to synthesize it.